This data is from Full USPTO retrosynthesis dataset with 1.9M reactions from patents (1976-2016). The task is: Predict the reactants needed to synthesize the given product. (1) The reactants are: C(N(CC)C(C)C)(C)C.[Cl:10][C:11]1[N:16]=[N:15][C:14]([NH:17][S:18]([C:21]2[CH:26]=[CH:25][C:24]([CH3:27])=[CH:23][CH:22]=2)(=[O:20])=[O:19])=[CH:13][CH:12]=1.I[CH2:29][C:30]([NH2:32])=[O:31]. Given the product [Cl:10][C:11]1[CH:12]=[CH:13][C:14](=[N:17][S:18]([C:21]2[CH:26]=[CH:25][C:24]([CH3:27])=[CH:23][CH:22]=2)(=[O:20])=[O:19])[N:15]([CH2:29][C:30]([NH2:32])=[O:31])[N:16]=1, predict the reactants needed to synthesize it. (2) Given the product [C:23]([O:22][C:20]([N:16]1[CH2:15][C@@H:14]2[CH2:19][C@H:17]1[CH2:18][N:13]2[C:11]([C@@:4]1([CH2:7][CH:8]([F:9])[F:10])[CH2:5][CH2:6][C@@H:2]([NH:1][C@@H:48]2[C@H:43]([O:42][CH3:41])[CH2:44][O:45][CH2:46][CH2:47]2)[CH2:3]1)=[O:12])=[O:21])([CH3:26])([CH3:25])[CH3:24], predict the reactants needed to synthesize it. The reactants are: [NH2:1][C@@H:2]1[CH2:6][CH2:5][C@@:4]([C:11]([N:13]2[CH2:18][C@@H:17]3[CH2:19][C@H:14]2[CH2:15][N:16]3[C:20]([O:22][C:23]([CH3:26])([CH3:25])[CH3:24])=[O:21])=[O:12])([CH2:7][CH:8]([F:10])[F:9])[CH2:3]1.C(O[BH-](OC(=O)C)OC(=O)C)(=O)C.[Na+].[CH3:41][O:42][C@H:43]1[C:48](=O)[CH2:47][CH2:46][O:45][CH2:44]1.[OH-].[Na+]. (3) Given the product [C:16]1([C@@H:14]2[CH2:15][C@H:13]2[NH:5][CH2:6][CH:7]2[CH2:8][CH2:9][N:10]([CH2:24][C:26]3[CH:27]=[CH:28][C:29]([CH2:32][C:33]([OH:35])=[O:34])=[CH:30][CH:31]=3)[CH2:11][CH2:12]2)[CH:17]=[CH:18][CH:19]=[CH:20][CH:21]=1, predict the reactants needed to synthesize it. The reactants are: FC(F)(F)C([N:5]([C@@H:13]1[CH2:15][C@H:14]1[C:16]1[CH:21]=[CH:20][CH:19]=[CH:18][CH:17]=1)[CH2:6][CH:7]1[CH2:12][CH2:11][NH:10][CH2:9][CH2:8]1)=O.[CH:24]([C:26]1[CH:31]=[CH:30][C:29]([CH2:32][C:33]([OH:35])=[O:34])=[CH:28][CH:27]=1)=O.C(O[BH-](OC(=O)C)OC(=O)C)(=O)C.[Na+].[OH-].[Na+]. (4) Given the product [CH:34]1([CH2:22][C:21]2[N:17]([C:9]3[CH:10]=[C:11]([C:13]([CH3:14])([CH3:16])[CH3:15])[CH:12]=[C:7]([C:3]([CH3:6])([CH3:5])[CH3:4])[CH:8]=3)[N:18]=[C:19]([C:30]([O:32][CH3:33])=[O:31])[C:20]=2[CH3:29])[CH2:39][CH2:38][CH2:37][CH2:36][CH2:35]1, predict the reactants needed to synthesize it. The reactants are: [H-].[Na+].[C:3]([C:7]1[CH:8]=[C:9]([N:17]2[C:21]([CH2:22]P(OC)(OC)=O)=[C:20]([CH3:29])[C:19]([C:30]([O:32][CH3:33])=[O:31])=[N:18]2)[CH:10]=[C:11]([C:13]([CH3:16])([CH3:15])[CH3:14])[CH:12]=1)([CH3:6])([CH3:5])[CH3:4].[C:34]1(=O)[CH2:39][CH2:38][CH2:37][CH2:36][CH2:35]1. (5) Given the product [F:1][C:2]1[CH:3]=[CH:4][C:5]([N:8]2[C:16]3[C:11](=[CH:12][C:13]([C:17]([OH:22])([CH2:18][CH:19]([CH3:20])[CH3:21])[C:26]([CH3:28])([CH3:27])[C:25]([O:24][CH3:23])=[O:29])=[CH:14][CH:15]=3)[CH:10]=[N:9]2)=[CH:6][CH:7]=1, predict the reactants needed to synthesize it. The reactants are: [F:1][C:2]1[CH:7]=[CH:6][C:5]([N:8]2[C:16]3[C:11](=[CH:12][C:13]([C:17](=[O:22])[CH2:18][CH:19]([CH3:21])[CH3:20])=[CH:14][CH:15]=3)[CH:10]=[N:9]2)=[CH:4][CH:3]=1.[CH3:23][O:24][C:25]([O:29][Si](C)(C)C)=[C:26]([CH3:28])[CH3:27]. (6) The reactants are: [OH:1][C@H:2]([CH3:18])[CH2:3][N:4]1[C:12]2[C:7](=[CH:8][C:9]([N+:13]([O-])=O)=[CH:10][CH:11]=2)[C:6]([C:16]#[N:17])=[N:5]1.[Cl-].[NH4+]. Given the product [NH2:13][C:9]1[CH:8]=[C:7]2[C:12](=[CH:11][CH:10]=1)[N:4]([CH2:3][C@H:2]([OH:1])[CH3:18])[N:5]=[C:6]2[C:16]#[N:17], predict the reactants needed to synthesize it.